Regression. Given a peptide amino acid sequence and an MHC pseudo amino acid sequence, predict their binding affinity value. This is MHC class I binding data. From a dataset of Peptide-MHC class I binding affinity with 185,985 pairs from IEDB/IMGT. The peptide sequence is YLEGTRTLL. The MHC is HLA-B51:01 with pseudo-sequence HLA-B51:01. The binding affinity (normalized) is 0.0847.